The task is: Predict the product of the given reaction.. This data is from Forward reaction prediction with 1.9M reactions from USPTO patents (1976-2016). Given the reactants [CH3:1][O:2][C:3]([C:5]1[CH:10]=[C:9]([N:11]2[CH2:16][CH2:15][N:14](C(OC(C)(C)C)=O)[CH2:13][CH2:12]2)[N:8]=[C:7]([C:24]2[CH:29]=[CH:28][N:27]=[C:26]([NH:30][CH:31]3[CH2:36][CH2:35][CH2:34][CH2:33][CH2:32]3)[CH:25]=2)[CH:6]=1)=[O:4].C(O)(C(F)(F)F)=O, predict the reaction product. The product is: [CH3:1][O:2][C:3]([C:5]1[CH:10]=[C:9]([N:11]2[CH2:16][CH2:15][NH:14][CH2:13][CH2:12]2)[N:8]=[C:7]([C:24]2[CH:29]=[CH:28][N:27]=[C:26]([NH:30][CH:31]3[CH2:36][CH2:35][CH2:34][CH2:33][CH2:32]3)[CH:25]=2)[CH:6]=1)=[O:4].